This data is from CYP2C19 inhibition data for predicting drug metabolism from PubChem BioAssay. The task is: Regression/Classification. Given a drug SMILES string, predict its absorption, distribution, metabolism, or excretion properties. Task type varies by dataset: regression for continuous measurements (e.g., permeability, clearance, half-life) or binary classification for categorical outcomes (e.g., BBB penetration, CYP inhibition). Dataset: cyp2c19_veith. (1) The compound is COc1ccc(C(=O)NCC2OCCc3ccccc32)cc1. The result is 1 (inhibitor). (2) The compound is O=C(CSc1ccccc1C(=O)O)NCc1ccco1. The result is 0 (non-inhibitor). (3) The molecule is Cc1ccc2cc3cc(C(=O)N4CCCCC4C)oc3nc2c1. The result is 1 (inhibitor). (4) The compound is CN1[C@H]2CC(OC(=O)[C@@H](CO)c3ccccc3)C[C@@H]1[C@@H]1O[C@@H]12. The result is 0 (non-inhibitor). (5) The drug is COc1ccc(/C=C2\NC(=S)N(CC3CCCO3)C2=O)c(OC)c1. The result is 1 (inhibitor). (6) The molecule is Cc1ccc(C(=O)C(OC(=O)CN2C(=O)c3ccccc3C2=O)c2ccccc2)cc1. The result is 1 (inhibitor).